From a dataset of Reaction yield outcomes from USPTO patents with 853,638 reactions. Predict the reaction yield, written as a fraction of the theoretical maximum amount of product (1.0 means a 100% yield; for example, 0.34 means a 34% yield). (1) The reactants are [Cl-].O[NH3+:3].[C:4](=[O:7])([O-])[OH:5].[Na+].CS(C)=O.[F:13][C:14]1[CH:19]=[CH:18][C:17]([N:20]2[C:25](=[O:26])[C:24]([CH2:27][C:28]3[CH:33]=[CH:32][C:31]([C:34]4[C:35]([C:40]#[N:41])=[CH:36][CH:37]=[CH:38][CH:39]=4)=[CH:30][CH:29]=3)=[C:23]([CH2:42][CH2:43][CH3:44])[N:22]3[N:45]=[CH:46][N:47]=[C:21]23)=[CH:16][CH:15]=1. The catalyst is C(OCC)(=O)C. The product is [F:13][C:14]1[CH:19]=[CH:18][C:17]([N:20]2[C:25](=[O:26])[C:24]([CH2:27][C:28]3[CH:33]=[CH:32][C:31]([C:34]4[CH:39]=[CH:38][CH:37]=[CH:36][C:35]=4[C:40]4[NH:3][C:4](=[O:7])[O:5][N:41]=4)=[CH:30][CH:29]=3)=[C:23]([CH2:42][CH2:43][CH3:44])[N:22]3[N:45]=[CH:46][N:47]=[C:21]23)=[CH:16][CH:15]=1. The yield is 0.550. (2) The catalyst is C(O)(C)(C)C.O. The reactants are [NH2:1][C:2]1[CH:6]=[C:5]([C:7]([O:9][CH3:10])=[O:8])[N:4]([C:11]2[C:16]([Cl:17])=[CH:15][CH:14]=[CH:13][N:12]=2)[N:3]=1.Cl[C:19]1[CH:24]=[CH:23][C:22]([C:25]([F:28])([F:27])[F:26])=[CH:21][N:20]=1.C1(P(C2CCCCC2)C2(C(C)C)CC(C(C)C)=CC(C(C)C)=C2C2C=CC=CC=2)CCCCC1.C(=O)([O-])[O-].[K+].[K+]. The product is [Cl:17][C:16]1[C:11]([N:4]2[C:5]([C:7]([O:9][CH3:10])=[O:8])=[CH:6][C:2]([NH:1][C:19]3[CH:24]=[CH:23][C:22]([C:25]([F:28])([F:27])[F:26])=[CH:21][N:20]=3)=[N:3]2)=[N:12][CH:13]=[CH:14][CH:15]=1. The yield is 0.290. (3) The reactants are Br[C:2]1[CH:9]=[CH:8][C:5]([C:6]#[N:7])=[CH:4][CH:3]=1.C1(P(C2C=CC=CC=2)C2C=CC=CC=2)C=CC=CC=1.C(N(CC)CC)C.[CH3:36][C:37]([CH3:41])([CH3:40])[C:38]#[CH:39]. The catalyst is CN(C=O)C.C1C=CC(/C=C/C(/C=C/C2C=CC=CC=2)=O)=CC=1.C1C=CC(/C=C/C(/C=C/C2C=CC=CC=2)=O)=CC=1.C1C=CC(/C=C/C(/C=C/C2C=CC=CC=2)=O)=CC=1.[Pd].[Pd].[Cu]I.O. The product is [CH3:36][C:37]([CH3:41])([CH3:40])[C:38]#[C:39][C:2]1[CH:9]=[CH:8][C:5]([C:6]#[N:7])=[CH:4][CH:3]=1. The yield is 0.920. (4) The reactants are [CH3:1][O:2][C:3](=[O:23])[CH:4]=[CH:5][C:6]1[CH:14]=[CH:13][C:12]([O:15][CH2:16][C:17]2[CH:22]=[CH:21][CH:20]=[CH:19][CH:18]=2)=[C:11]2[C:7]=1[CH2:8][NH:9][CH2:10]2.C(N(CC)CC)C.[CH2:31]([S:35](Cl)(=[O:37])=[O:36])[CH2:32][CH2:33][CH3:34]. The catalyst is C(Cl)Cl. The product is [CH3:1][O:2][C:3](=[O:23])[CH:4]=[CH:5][C:6]1[CH:14]=[CH:13][C:12]([O:15][CH2:16][C:17]2[CH:22]=[CH:21][CH:20]=[CH:19][CH:18]=2)=[C:11]2[C:7]=1[CH2:8][N:9]([S:35]([CH2:31][CH2:32][CH2:33][CH3:34])(=[O:37])=[O:36])[CH2:10]2. The yield is 0.640. (5) The reactants are [C:1]([O:5][C:6]([NH:8][CH2:9][C:10]1[CH:45]=[CH:44][C:13]2[N:14]([CH2:33][CH2:34][CH2:35][CH2:36][O:37]C(=O)C(C)(C)C)[C:15]([CH2:17][N:18]3[C:27]4[C:22](=[CH:23][CH:24]=[CH:25][CH:26]=4)[C:21](=[O:28])[N:20]([CH:29]4[CH2:31][CH2:30]4)[C:19]3=[O:32])=[N:16][C:12]=2[CH:11]=1)=[O:7])([CH3:4])([CH3:3])[CH3:2].[OH-].[Na+].Cl. The catalyst is CO.O. The product is [C:1]([O:5][C:6](=[O:7])[NH:8][CH2:9][C:10]1[CH:45]=[CH:44][C:13]2[N:14]([CH2:33][CH2:34][CH2:35][CH2:36][OH:37])[C:15]([CH2:17][N:18]3[C:27]4[C:22](=[CH:23][CH:24]=[CH:25][CH:26]=4)[C:21](=[O:28])[N:20]([CH:29]4[CH2:31][CH2:30]4)[C:19]3=[O:32])=[N:16][C:12]=2[CH:11]=1)([CH3:4])([CH3:2])[CH3:3]. The yield is 0.630. (6) The reactants are [CH2:1]([N:3]([CH2:11][CH3:12])[C:4]1[CH:9]=[CH:8][C:7]([NH2:10])=[CH:6][CH:5]=1)[CH3:2].C=O.[ClH:15].[CH2:16](O)C.[CH3:19][O:20][C:21]1[CH:26]=[CH:25][C:24]([C:27]([C:29]2[CH:34]=[CH:33][CH:32]=[CH:31][N:30]=2)=O)=[CH:23][CH:22]=1. The product is [Cl-:15].[CH2:11]([N:3]([CH2:1][CH3:2])[C:4]1[CH:9]=[CH:8][C:7]([N:10]2[C:27]([C:24]3[CH:25]=[CH:26][C:21]([O:20][CH3:19])=[CH:22][CH:23]=3)=[C:29]3[CH:34]=[CH:33][CH:32]=[CH:31][N+:30]3=[CH:16]2)=[CH:6][CH:5]=1)[CH3:12]. The yield is 0.900. The catalyst is C(#N)C.